Task: Predict the product of the given reaction.. Dataset: Forward reaction prediction with 1.9M reactions from USPTO patents (1976-2016) Given the reactants Br[CH2:2][C:3]([C:5]1[CH:10]=[CH:9][CH:8]=[C:7]([N+:11]([O-:13])=[O:12])[CH:6]=1)=[O:4].[BH4-].[Na+].[OH-].[K+].C(OC(=O)C)C, predict the reaction product. The product is: [N+:11]([C:7]1[CH:6]=[C:5]([CH:3]2[CH2:2][O:4]2)[CH:10]=[CH:9][CH:8]=1)([O-:13])=[O:12].